Regression. Given two drug SMILES strings and cell line genomic features, predict the synergy score measuring deviation from expected non-interaction effect. From a dataset of NCI-60 drug combinations with 297,098 pairs across 59 cell lines. (1) Drug 1: C1CN1P(=S)(N2CC2)N3CC3. Drug 2: CC1=C(C(=CC=C1)Cl)NC(=O)C2=CN=C(S2)NC3=CC(=NC(=N3)C)N4CCN(CC4)CCO. Cell line: TK-10. Synergy scores: CSS=-1.20, Synergy_ZIP=0.721, Synergy_Bliss=2.25, Synergy_Loewe=-3.91, Synergy_HSA=-1.42. (2) Drug 1: CC1=C(C(=CC=C1)Cl)NC(=O)C2=CN=C(S2)NC3=CC(=NC(=N3)C)N4CCN(CC4)CCO. Drug 2: C(=O)(N)NO. Cell line: SR. Synergy scores: CSS=2.30, Synergy_ZIP=2.31, Synergy_Bliss=7.22, Synergy_Loewe=1.29, Synergy_HSA=1.79. (3) Drug 1: C1=C(C(=O)NC(=O)N1)N(CCCl)CCCl. Drug 2: CN(C(=O)NC(C=O)C(C(C(CO)O)O)O)N=O. Cell line: SR. Synergy scores: CSS=67.8, Synergy_ZIP=4.72, Synergy_Bliss=4.03, Synergy_Loewe=1.59, Synergy_HSA=6.04. (4) Drug 1: CCN(CC)CCNC(=O)C1=C(NC(=C1C)C=C2C3=C(C=CC(=C3)F)NC2=O)C. Drug 2: COC1=C2C(=CC3=C1OC=C3)C=CC(=O)O2. Cell line: BT-549. Synergy scores: CSS=-7.72, Synergy_ZIP=2.29, Synergy_Bliss=-0.247, Synergy_Loewe=-10.6, Synergy_HSA=-10.3.